This data is from Peptide-MHC class II binding affinity with 134,281 pairs from IEDB. The task is: Regression. Given a peptide amino acid sequence and an MHC pseudo amino acid sequence, predict their binding affinity value. This is MHC class II binding data. The peptide sequence is EWATPFPHRKGVLFN. The MHC is DRB4_0101 with pseudo-sequence DRB4_0103. The binding affinity (normalized) is 0.280.